From a dataset of Forward reaction prediction with 1.9M reactions from USPTO patents (1976-2016). Predict the product of the given reaction. (1) The product is: [NH2:1][C@H:2]1[CH2:7][CH2:6][C@H:5]([NH:8][C:10]2[N:18]=[C:17]3[C:13]([N:14]=[CH:15][NH:16]3)=[C:12]([NH:19][C:20]3[CH:25]=[CH:24][C:23]([N:26]([CH3:28])[CH3:27])=[CH:22][CH:21]=3)[N:11]=2)[CH2:4][CH2:3]1. Given the reactants [NH2:1][C@H:2]1[CH2:7][CH2:6][C@H:5]([NH2:8])[CH2:4][CH2:3]1.Cl[C:10]1[N:18]=[C:17]2[C:13]([N:14]=[CH:15][NH:16]2)=[C:12]([NH:19][C:20]2[CH:25]=[CH:24][C:23]([N:26]([CH3:28])[CH3:27])=[CH:22][CH:21]=2)[N:11]=1, predict the reaction product. (2) Given the reactants [F:1][C:2]1[CH:3]=[C:4]([C:8]2[C:16]3[O:15][CH:14]([CH2:17][NH:18]C(=O)OCC4C=CC=CC=4)[CH2:13][C:12]=3[CH:11]=[CH:10][CH:9]=2)[CH:5]=[CH:6][CH:7]=1, predict the reaction product. The product is: [F:1][C:2]1[CH:3]=[C:4]([C:8]2[C:16]3[O:15][CH:14]([CH2:17][NH2:18])[CH2:13][C:12]=3[CH:11]=[CH:10][CH:9]=2)[CH:5]=[CH:6][CH:7]=1. (3) Given the reactants [F:1][C:2]1[CH:7]=[CH:6][CH:5]=[CH:4][C:3]=1[N:8]1[C:16]2[C:11](=[C:12]([N:17]3[CH2:24][C@H:23]4[C@H:19]([CH2:20][NH:21][CH2:22]4)[C:18]3=[O:25])[CH:13]=[CH:14][CH:15]=2)[CH:10]=[N:9]1.[OH:26][C@@H:27]([CH3:32])[CH2:28][C:29](O)=[O:30].C(N(C(C)C)C(C)C)C.F[P-](F)(F)(F)(F)F.CN(C(N1C2C(=NC=CC=2)[N+]([O-])=N1)=[N+](C)C)C, predict the reaction product. The product is: [F:1][C:2]1[CH:7]=[CH:6][CH:5]=[CH:4][C:3]=1[N:8]1[C:16]2[C:11](=[C:12]([N:17]3[CH2:24][C@H:23]4[C@H:19]([CH2:20][N:21]([C:29](=[O:30])[CH2:28][C@@H:27]([OH:26])[CH3:32])[CH2:22]4)[C:18]3=[O:25])[CH:13]=[CH:14][CH:15]=2)[CH:10]=[N:9]1. (4) Given the reactants [Si:1]([O:8][C:9]1[CH:17]=[C:16]2[C:12]([CH:13]=[N:14][NH:15]2)=[CH:11][CH:10]=1)([C:4]([CH3:7])([CH3:6])[CH3:5])([CH3:3])[CH3:2].[I:18]I.CC(C)([O-])C.[K+], predict the reaction product. The product is: [Si:1]([O:8][C:9]1[CH:17]=[C:16]2[C:12]([C:13]([I:18])=[N:14][NH:15]2)=[CH:11][CH:10]=1)([C:4]([CH3:7])([CH3:5])[CH3:6])([CH3:2])[CH3:3]. (5) Given the reactants [Cl:1][C:2]1[C:10]([C:11]#[N:12])=[CH:9][CH:8]=[C:7]2[C:3]=1[CH:4]=[C:5]([CH:17]([F:19])[F:18])[N:6]2[CH2:13][C:14]([OH:16])=O.CCN=C=NCCCN(C)C.Cl.[F:32][C:33]1[CH:42]=[C:41]([F:43])[CH:40]=[CH:39][C:34]=1[C:35]([NH:37][NH2:38])=O.S(Cl)(C1C=CC(C)=CC=1)(=O)=O, predict the reaction product. The product is: [Cl:1][C:2]1[C:10]([C:11]#[N:12])=[CH:9][CH:8]=[C:7]2[C:3]=1[CH:4]=[C:5]([CH:17]([F:19])[F:18])[N:6]2[CH2:13][C:14]1[O:16][C:35]([C:34]2[CH:39]=[CH:40][C:41]([F:43])=[CH:42][C:33]=2[F:32])=[N:37][N:38]=1.